From a dataset of NCI-60 drug combinations with 297,098 pairs across 59 cell lines. Regression. Given two drug SMILES strings and cell line genomic features, predict the synergy score measuring deviation from expected non-interaction effect. (1) Drug 1: CN1C2=C(C=C(C=C2)N(CCCl)CCCl)N=C1CCCC(=O)O.Cl. Drug 2: N.N.Cl[Pt+2]Cl. Cell line: SW-620. Synergy scores: CSS=19.5, Synergy_ZIP=-1.02, Synergy_Bliss=2.05, Synergy_Loewe=-18.7, Synergy_HSA=-0.720. (2) Drug 1: C1=C(C(=O)NC(=O)N1)F. Drug 2: CCC1(CC2CC(C3=C(CCN(C2)C1)C4=CC=CC=C4N3)(C5=C(C=C6C(=C5)C78CCN9C7C(C=CC9)(C(C(C8N6C)(C(=O)OC)O)OC(=O)C)CC)OC)C(=O)OC)O.OS(=O)(=O)O. Cell line: M14. Synergy scores: CSS=41.5, Synergy_ZIP=-6.12, Synergy_Bliss=-8.36, Synergy_Loewe=-5.48, Synergy_HSA=-4.86.